This data is from Forward reaction prediction with 1.9M reactions from USPTO patents (1976-2016). The task is: Predict the product of the given reaction. (1) The product is: [NH2:28][C:25]1[CH:26]=[CH:27][C:22]([C:20]([N:13]2[C:14]3=[N:15][CH:16]=[CH:17][CH:18]=[C:19]3[C:11]([C:5]3[CH:6]=[CH:7][C:8]([O:9][CH3:10])=[C:3]([O:2][CH3:1])[CH:4]=3)=[CH:12]2)=[O:21])=[C:23]([O:31][CH2:32][CH3:33])[CH:24]=1. Given the reactants [CH3:1][O:2][C:3]1[CH:4]=[C:5]([C:11]2[C:19]3[C:14](=[N:15][CH:16]=[CH:17][CH:18]=3)[N:13]([C:20]([C:22]3[CH:27]=[CH:26][C:25]([N+:28]([O-])=O)=[CH:24][C:23]=3[O:31][CH2:32][CH3:33])=[O:21])[CH:12]=2)[CH:6]=[CH:7][C:8]=1[O:9][CH3:10], predict the reaction product. (2) Given the reactants [CH2:1]([N:5]1[C:9](=[O:10])[N:8]([CH2:11][C:12]2[CH:17]=[CH:16][C:15]([C:18]3[CH:23]=[CH:22][CH:21]=[C:20]([C:24]4[NH:28][N:27]=[N:26][N:25]=4)[CH:19]=3)=[CH:14][CH:13]=2)[C:7]([CH2:29][CH:30]([CH3:32])[CH3:31])=[N:6]1)[CH:2](C)[CH3:3].[CH2:33](C1N(CC2C=CC(C3C=CC=C(C4NN=NN=4)C=3)=CC=2)C(=O)N(C(C)(C)C)N=1)C(C)C, predict the reaction product. The product is: [CH2:29]([C:7]1[N:8]([CH2:11][C:12]2[CH:17]=[CH:16][C:15]([C:18]3[CH:23]=[CH:22][CH:21]=[C:20]([C:24]4[NH:28][N:27]=[N:26][N:25]=4)[CH:19]=3)=[CH:14][CH:13]=2)[C:9](=[O:10])[N:5]([CH:1]([CH2:2][CH3:3])[CH3:33])[N:6]=1)[CH:30]([CH3:31])[CH3:32]. (3) Given the reactants Cl[C:2]1[N:7]=[C:6]([NH:8][C:9]2[CH:19]=[CH:18][CH:17]=[CH:16][C:10]=2[C:11]([N:13]([CH3:15])[CH3:14])=[O:12])[C:5]([Cl:20])=[CH:4][N:3]=1.[N:21]1([CH2:27][CH2:28][C:29]2[CH:30]=[C:31]([CH:33]=[CH:34][CH:35]=2)[NH2:32])[CH2:26][CH2:25][O:24][CH2:23][CH2:22]1.C(O)(C(F)(F)F)=O, predict the reaction product. The product is: [Cl:20][C:5]1[C:6]([NH:8][C:9]2[CH:19]=[CH:18][CH:17]=[CH:16][C:10]=2[C:11]([N:13]([CH3:15])[CH3:14])=[O:12])=[N:7][C:2]([NH:32][C:31]2[CH:33]=[CH:34][CH:35]=[C:29]([CH2:28][CH2:27][N:21]3[CH2:22][CH2:23][O:24][CH2:25][CH2:26]3)[CH:30]=2)=[N:3][CH:4]=1. (4) Given the reactants Br[C:2]1[N:6]([C:7]([O:9][C:10]([CH3:13])([CH3:12])[CH3:11])=[O:8])[C:5]2[CH:14]=[C:15]([C:17]([O:19][CH3:20])=[O:18])[S:16][C:4]=2[C:3]=1[CH:21]1[CH2:26][CH2:25][CH2:24][CH2:23][CH2:22]1.[Cl:27][C:28]1[CH:33]=[CH:32][C:31](B(O)O)=[CH:30][CH:29]=1.[Li+].[Cl-].C([O-])([O-])=O.[Na+].[Na+], predict the reaction product. The product is: [C:10]([O:9][C:7]([N:6]1[C:2]([C:31]2[CH:32]=[CH:33][C:28]([Cl:27])=[CH:29][CH:30]=2)=[C:3]([CH:21]2[CH2:26][CH2:25][CH2:24][CH2:23][CH2:22]2)[C:4]2[S:16][C:15]([C:17]([O:19][CH3:20])=[O:18])=[CH:14][C:5]1=2)=[O:8])([CH3:13])([CH3:12])[CH3:11]. (5) Given the reactants [CH:1]1([C@@H:7]2[NH:12][C:11](=[O:13])[C@H:10]([CH2:14][CH:15]([CH3:17])[CH3:16])[NH:9][CH2:8]2)[CH2:6][CH2:5][CH2:4][CH2:3][CH2:2]1.[Cl:18][C:19]1[CH:24]=[CH:23][C:22]([C@@H:25]2[CH2:27][C@H:26]2[C:28](O)=[O:29])=[CH:21][CH:20]=1.C([C@@H]1N(C(=O)/C=C/C2C=CC=CC=2)C[C@H](CC(C)C)NC1=O)C(C)C, predict the reaction product. The product is: [Cl:18][C:19]1[CH:20]=[CH:21][C:22]([C@@H:25]2[CH2:27][C@H:26]2[C:28]([N:9]2[CH2:8][C@H:7]([CH:1]3[CH2:2][CH2:3][CH2:4][CH2:5][CH2:6]3)[NH:12][C:11](=[O:13])[C@@H:10]2[CH2:14][CH:15]([CH3:17])[CH3:16])=[O:29])=[CH:23][CH:24]=1. (6) Given the reactants [CH2:1]([N:8]1[CH2:13][CH2:12][N:11]([CH2:14][C:15]2[CH:20]=[CH:19][C:18]([N+:21]([O-])=O)=[CH:17][CH:16]=2)[CH2:10][CH2:9]1)[C:2]1[CH:7]=[CH:6][CH:5]=[CH:4][CH:3]=1, predict the reaction product. The product is: [CH2:1]([N:8]1[CH2:9][CH2:10][N:11]([CH2:14][C:15]2[CH:16]=[CH:17][C:18]([NH2:21])=[CH:19][CH:20]=2)[CH2:12][CH2:13]1)[C:2]1[CH:3]=[CH:4][CH:5]=[CH:6][CH:7]=1. (7) Given the reactants Cl[C:2]1[C:7]([C:8]([OH:10])=[O:9])=[CH:6][C:5]([F:11])=[CH:4][N:3]=1.[F:12][CH:13]([F:16])[CH2:14][NH2:15].C(=O)([O-])[O-].[K+].[K+].CN(C=O)C, predict the reaction product. The product is: [F:12][CH:13]([F:16])[CH2:14][NH:15][C:2]1[N:3]=[CH:4][C:5]([F:11])=[CH:6][C:7]=1[C:8]([OH:10])=[O:9].